This data is from Catalyst prediction with 721,799 reactions and 888 catalyst types from USPTO. The task is: Predict which catalyst facilitates the given reaction. Reactant: [NH2:1][C:2]1[CH:7]=[CH:6][C:5]([OH:8])=[CH:4][C:3]=1[C:9]([F:12])([F:11])[F:10].[C:13](OC(=O)C)(=[O:15])[CH3:14].O. Product: [OH:8][C:5]1[CH:6]=[CH:7][C:2]([NH:1][C:13](=[O:15])[CH3:14])=[C:3]([C:9]([F:10])([F:11])[F:12])[CH:4]=1. The catalyst class is: 15.